From a dataset of Forward reaction prediction with 1.9M reactions from USPTO patents (1976-2016). Predict the product of the given reaction. (1) Given the reactants [N+:1]([C:4]1[CH:11]=[C:10]([C:12]2[NH:16][N:15]=[CH:14][CH:13]=2)[CH:9]=[CH:8][C:5]=1[C:6]#[N:7])([O-:3])=[O:2].O[CH2:18][C@@H:19]([NH:21]C(=O)OC(C)(C)C)[CH3:20], predict the reaction product. The product is: [NH2:21][C@@H:19]([CH3:20])[CH2:18][N:15]1[CH:14]=[CH:13][C:12]([C:10]2[CH:9]=[CH:8][C:5]([C:6]#[N:7])=[C:4]([N+:1]([O-:3])=[O:2])[CH:11]=2)=[N:16]1. (2) Given the reactants C([O:3][C:4](=[O:22])[CH2:5][C:6]1[C:11]([C:12]#[N:13])=[CH:10][CH:9]=[C:8]([NH:14][C:15]([O:17][C:18]([CH3:21])([CH3:20])[CH3:19])=[O:16])[N:7]=1)C.[Li+].[OH-].Cl, predict the reaction product. The product is: [C:18]([O:17][C:15]([NH:14][C:8]1[N:7]=[C:6]([CH2:5][C:4]([OH:22])=[O:3])[C:11]([C:12]#[N:13])=[CH:10][CH:9]=1)=[O:16])([CH3:21])([CH3:19])[CH3:20].